Dataset: Catalyst prediction with 721,799 reactions and 888 catalyst types from USPTO. Task: Predict which catalyst facilitates the given reaction. Reactant: C(OC(=O)[NH:10][CH2:11][CH2:12][N:13]1[CH2:17][CH2:16][C:15]([C:24]2[CH:29]=[CH:28][CH:27]=[CH:26][CH:25]=2)([C:18]2[CH:23]=[CH:22][CH:21]=[CH:20][CH:19]=2)[CH2:14]1)C1C=CC=CC=1. Product: [C:18]1([C:15]2([C:24]3[CH:29]=[CH:28][CH:27]=[CH:26][CH:25]=3)[CH2:16][CH2:17][N:13]([CH2:12][CH2:11][NH2:10])[CH2:14]2)[CH:19]=[CH:20][CH:21]=[CH:22][CH:23]=1. The catalyst class is: 19.